From a dataset of Forward reaction prediction with 1.9M reactions from USPTO patents (1976-2016). Predict the product of the given reaction. (1) Given the reactants [Br:1][C:2]1[CH:8]=[CH:7][C:5]([NH2:6])=[CH:4][CH:3]=1.C(N(C(C)C)CC)(C)C.[CH3:18][O:19][C:20]1[CH:25]=[CH:24][CH:23]=[CH:22][C:21]=1[N:26]=[C:27]=[O:28], predict the reaction product. The product is: [Br:1][C:2]1[CH:8]=[CH:7][C:5]([NH:6][C:27]([NH:26][C:21]2[CH:22]=[CH:23][CH:24]=[CH:25][C:20]=2[O:19][CH3:18])=[O:28])=[CH:4][CH:3]=1. (2) Given the reactants N#N.[CH3:3][C:4]1([C:9]2[S:13][C:12]([CH2:14]OS(C)(=O)=O)=[N:11][CH:10]=2)[O:8][CH2:7][CH2:6][O:5]1.[N+:20]([C:23]1[CH:27]=[N:26][NH:25][N:24]=1)([O-:22])=[O:21].CCN(C(C)C)C(C)C, predict the reaction product. The product is: [CH3:3][C:4]1([C:9]2[S:13][C:12]([CH2:14][N:25]3[N:24]=[C:23]([N+:20]([O-:22])=[O:21])[CH:27]=[N:26]3)=[N:11][CH:10]=2)[O:5][CH2:6][CH2:7][O:8]1. (3) Given the reactants [C:1]([O:10]C)(=O)[C:2]1[C:3](=[CH:5][CH:6]=[CH:7][CH:8]=1)[SH:4].[CH2:12]([O:19][C:20]1[CH:21]=[C:22]([CH:25]=[CH:26][N:27]=1)[C:23]#[N:24])[C:13]1[CH:18]=[CH:17][CH:16]=[CH:15][CH:14]=1.C(N(CC)CC)C, predict the reaction product. The product is: [CH2:12]([O:19][C:20]1[CH:21]=[C:22]([C:23]2[S:4][C:3]3[CH:5]=[CH:6][CH:7]=[CH:8][C:2]=3[C:1](=[O:10])[N:24]=2)[CH:25]=[CH:26][N:27]=1)[C:13]1[CH:14]=[CH:15][CH:16]=[CH:17][CH:18]=1. (4) Given the reactants F[C:2]1[CH:7]=[CH:6][C:5]([C:8]2[N:12]=[C:11]([C:13]3[CH:14]=[CH:15][C:16]([N:21]4[CH2:26][CH2:25][CH:24]([F:27])[CH2:23][CH2:22]4)=[C:17]([CH:20]=3)[C:18]#[N:19])[O:10][N:9]=2)=[CH:4][C:3]=1[C:28]([F:31])([F:30])[F:29].[NH2:32][C@@H:33]1[CH2:37][CH2:36][C@H:35]([C:38]([OH:40])=[O:39])[CH2:34]1.C(=O)([O-])[O-].[K+].[K+].CN(C=O)C, predict the reaction product. The product is: [C:18]([C:17]1[CH:20]=[C:13]([C:11]2[O:10][N:9]=[C:8]([C:5]3[CH:6]=[CH:7][C:2]([NH:32][C@@H:33]4[CH2:37][CH2:36][C@H:35]([C:38]([OH:40])=[O:39])[CH2:34]4)=[C:3]([C:28]([F:30])([F:31])[F:29])[CH:4]=3)[N:12]=2)[CH:14]=[CH:15][C:16]=1[N:21]1[CH2:26][CH2:25][CH:24]([F:27])[CH2:23][CH2:22]1)#[N:19]. (5) Given the reactants [Cl:1][C:2]1[CH:7]=[CH:6][C:5]([C:8]2[C:17](=[O:18])[C:16]3[C:11](=[C:12]([CH:20]=[O:21])[C:13]([OH:19])=[CH:14][CH:15]=3)[O:10][C:9]=2[CH:22]([CH3:24])[CH3:23])=[CH:4][CH:3]=1.[CH2:25](Br)[C:26]1[CH:31]=[CH:30][CH:29]=[CH:28][CH:27]=1.C([O-])([O-])=O.[K+].[K+], predict the reaction product. The product is: [CH2:25]([O:19][C:13]1[C:12]([CH:20]=[O:21])=[C:11]2[C:16]([C:17](=[O:18])[C:8]([C:5]3[CH:4]=[CH:3][C:2]([Cl:1])=[CH:7][CH:6]=3)=[C:9]([CH:22]([CH3:24])[CH3:23])[O:10]2)=[CH:15][CH:14]=1)[C:26]1[CH:31]=[CH:30][CH:29]=[CH:28][CH:27]=1. (6) Given the reactants [CH3:1][C:2]1[CH:11]=[C:10]([CH2:12][OH:13])[C:9]2[C:4](=[CH:5][CH:6]=[CH:7][CH:8]=2)[N:3]=1.[H-].[Na+].CC1C=CC(S([O:26][CH2:27][CH:28]2[CH2:33][CH2:32][N:31]([C:34]([O:36][C:37]([CH3:40])([CH3:39])[CH3:38])=[O:35])[CH2:30][CH2:29]2)(=O)=O)=CC=1, predict the reaction product. The product is: [CH3:1][C:2]1[CH:11]=[C:10]([CH2:12][O:13][CH2:27][CH:28]2[CH2:33][CH2:32][NH:31][CH2:30][CH2:29]2)[C:9]2[C:4](=[CH:5][CH:6]=[CH:7][CH:8]=2)[N:3]=1.[CH3:1][C:2]1[CH:11]=[C:10]([CH2:12][O:26][CH2:27][CH:28]2[CH2:29][CH2:30][N:31]([C:34]([O:36][C:37]([CH3:38])([CH3:39])[CH3:40])=[O:35])[CH2:32][CH2:33]2)[C:9]2[C:4](=[CH:5][CH:6]=[CH:7][CH:8]=2)[N:3]=1. (7) Given the reactants C([O-])([O-])=O.[K+].[K+].[Cl:7][C:8]1[CH:9]=[C:10]([C:14](=[O:20])[CH2:15][CH2:16][CH2:17][CH2:18]Cl)[CH:11]=[CH:12][CH:13]=1.[CH3:21][CH:22]([CH3:38])[C:23]([NH:25][C:26]1[CH:31]=[CH:30][CH:29]=[C:28]([CH:32]2[CH2:37][CH2:36][NH:35][CH2:34][CH2:33]2)[CH:27]=1)=[O:24], predict the reaction product. The product is: [Cl:7][C:8]1[CH:9]=[C:10]([C:14](=[O:20])[CH2:15][CH2:16][CH2:17][CH2:18][N:35]2[CH2:36][CH2:37][CH:32]([C:28]3[CH:27]=[C:26]([NH:25][C:23](=[O:24])[CH:22]([CH3:21])[CH3:38])[CH:31]=[CH:30][CH:29]=3)[CH2:33][CH2:34]2)[CH:11]=[CH:12][CH:13]=1.